From a dataset of Reaction yield outcomes from USPTO patents with 853,638 reactions. Predict the reaction yield, written as a fraction of the theoretical maximum amount of product (1.0 means a 100% yield; for example, 0.34 means a 34% yield). (1) The reactants are [N+:1]([C:4]1[CH:5]=[CH:6][C:7]2[NH:12][CH2:11][CH2:10][O:9][C:8]=2[CH:13]=1)([O-:3])=[O:2].[H-].[Na+].Cl.Cl[CH2:18][CH2:19][N:20]1[CH2:24][CH2:23][CH2:22][CH2:21]1. The catalyst is CN(C=O)C.O. The product is [N+:1]([C:4]1[CH:5]=[CH:6][C:7]2[N:12]([CH2:18][CH2:19][N:20]3[CH2:24][CH2:23][CH2:22][CH2:21]3)[CH2:11][CH2:10][O:9][C:8]=2[CH:13]=1)([O-:3])=[O:2]. The yield is 0.720. (2) The reactants are [C:1]([O:5][C:6](=[O:14])[C:7]1[CH:12]=[CH:11][CH:10]=[C:9](Br)[CH:8]=1)([CH3:4])([CH3:3])[CH3:2].[C:15]1([CH3:24])[CH:20]=[CH:19][C:18](B(O)O)=[CH:17][CH:16]=1.C(=O)([O-])[O-].[Na+].[Na+]. The catalyst is C1(C)C=CC=CC=1.O. The product is [C:1]([O:5][C:6](=[O:14])[C:7]1[CH:12]=[CH:11][CH:10]=[C:9]([C:18]2[CH:19]=[CH:20][C:15]([CH3:24])=[CH:16][CH:17]=2)[CH:8]=1)([CH3:4])([CH3:3])[CH3:2]. The yield is 0.900. (3) The reactants are Cl[C:2]1[NH:3][C:4]([C:13]2[CH:18]=[CH:17][CH:16]=[CH:15][CH:14]=2)=[C:5]([F:12])[C:6]=1[C:7]([O:9][CH2:10][CH3:11])=[O:8]. The catalyst is C(O)C.[C].[Pd]. The yield is 0.380. The product is [F:12][C:5]1[C:6]([C:7]([O:9][CH2:10][CH3:11])=[O:8])=[CH:2][NH:3][C:4]=1[C:13]1[CH:18]=[CH:17][CH:16]=[CH:15][CH:14]=1. (4) The reactants are [CH2:1]([O:3][C:4]1[CH:13]=[C:12]2[C:7]([CH:8]=[CH:9][CH:10]=[C:11]2[NH:14]C(=O)OC(C)(C)C)=[CH:6][CH:5]=1)[CH3:2].Cl.C(OC(C)C)(C)C. The catalyst is O1CCOCC1. The product is [CH2:1]([O:3][C:4]1[CH:13]=[C:12]2[C:7]([CH:8]=[CH:9][CH:10]=[C:11]2[NH2:14])=[CH:6][CH:5]=1)[CH3:2]. The yield is 0.863. (5) The reactants are [N+:1]([C:4]1[C:13]2[C:8](=[CH:9][CH:10]=[CH:11][CH:12]=2)[C:7]([OH:14])=[CH:6][CH:5]=1)([O-:3])=[O:2].C1C=CC(P(C2C=CC=CC=2)C2C=CC=CC=2)=CC=1.[NH2:34][C:35]1[CH:36]=[N:37][CH:38]=[CH:39][C:40]=1[CH2:41][CH2:42]O.CC(OC(/N=N/C(OC(C)C)=O)=O)C. The catalyst is C1COCC1. The product is [N+:1]([C:4]1[C:13]2[C:8](=[CH:9][CH:10]=[CH:11][CH:12]=2)[C:7]([O:14][CH2:42][CH2:41][C:40]2[CH:39]=[CH:38][N:37]=[CH:36][C:35]=2[NH2:34])=[CH:6][CH:5]=1)([O-:3])=[O:2]. The yield is 0.880. (6) The reactants are F[C:2]1[CH:26]=[CH:25][C:5]([C:6]([NH:8][C:9]2[CH:24]=[CH:23][CH:22]=[CH:21][C:10]=2[C:11]([NH:13][C:14]2[CH:19]=[CH:18][C:17]([Cl:20])=[CH:16][N:15]=2)=[O:12])=[O:7])=[C:4]([O:27][CH:28]2[CH2:33][CH2:32][N:31]([C:34]([O:36][C:37]([CH3:40])([CH3:39])[CH3:38])=[O:35])[CH2:30][CH2:29]2)[CH:3]=1.[NH:41]1[CH2:46][CH2:45][O:44][CH2:43][CH2:42]1. The catalyst is C(Cl)Cl. The product is [N:41]1([C:2]2[CH:26]=[CH:25][C:5]([C:6]([NH:8][C:9]3[CH:24]=[CH:23][CH:22]=[CH:21][C:10]=3[C:11]([NH:13][C:14]3[CH:19]=[CH:18][C:17]([Cl:20])=[CH:16][N:15]=3)=[O:12])=[O:7])=[C:4]([O:27][CH:28]3[CH2:33][CH2:32][N:31]([C:34]([O:36][C:37]([CH3:40])([CH3:39])[CH3:38])=[O:35])[CH2:30][CH2:29]3)[CH:3]=2)[CH2:46][CH2:45][O:44][CH2:43][CH2:42]1. The yield is 0.560. (7) The reactants are [CH2:1]([O:8][C:9]1[CH:10]=[CH:11][C:12]([O:18][CH3:19])=[C:13]([CH:17]=1)[NH:14][CH2:15][CH3:16])[C:2]1[CH:7]=[CH:6][CH:5]=[CH:4][CH:3]=1.CCN([CH:26]([CH3:28])C)C(C)C.C(OC(=O)C)(=[O:31])C. The catalyst is C(Cl)(Cl)Cl. The product is [CH2:1]([O:8][C:9]1[CH:10]=[CH:11][C:12]([O:18][CH3:19])=[C:13]([N:14]([CH2:26][CH3:28])[C:15](=[O:31])[CH3:16])[CH:17]=1)[C:2]1[CH:3]=[CH:4][CH:5]=[CH:6][CH:7]=1. The yield is 0.880. (8) The reactants are [F:1][C:2]1([F:11])[CH2:7][CH2:6][CH:5]([C:8]([NH2:10])=O)[CH2:4][CH2:3]1.[Li]. No catalyst specified. The product is [F:1][C:2]1([F:11])[CH2:7][CH2:6][CH:5]([CH2:8][NH2:10])[CH2:4][CH2:3]1. The yield is 0.820.